This data is from Full USPTO retrosynthesis dataset with 1.9M reactions from patents (1976-2016). The task is: Predict the reactants needed to synthesize the given product. (1) Given the product [OH:11][CH:1]1[C:2]2[CH2:10][CH2:9][CH2:8][CH2:7][C:3]=2[C:4](=[O:5])[O:6]1, predict the reactants needed to synthesize it. The reactants are: [C:1]1(=[O:11])[O:6][C:4](=[O:5])[C:3]2[CH2:7][CH2:8][CH2:9][CH2:10][C:2]1=2.[BH4-].[Na+].Cl. (2) Given the product [CH:21]1[C:12]2[CH2:13][CH2:14][C:15]3[CH:20]=[CH:19][CH:18]=[CH:17][C:16]=3[C:10](=[CH:9][C:8]3[CH:25]=[CH:26][CH:27]=[CH:28][C:7]=3[B:29]([OH:34])[OH:30])[C:11]=2[CH:24]=[CH:23][CH:22]=1, predict the reactants needed to synthesize it. The reactants are: [Li]CCCC.Br[C:7]1[CH:28]=[CH:27][CH:26]=[CH:25][C:8]=1[CH:9]=[C:10]1[C:16]2[CH:17]=[CH:18][CH:19]=[CH:20][C:15]=2[CH2:14][CH2:13][C:12]2[CH:21]=[CH:22][CH:23]=[CH:24][C:11]1=2.[B:29](OC(C)C)([O:34]C(C)C)[O:30]C(C)C.Cl. (3) Given the product [OH:17][CH:18]([CH2:19][N:55]1[CH2:60][CH2:59][O:58][CH2:57][CH2:56]1)[CH2:42][O:17][C:18]1[CH:19]=[CH:20][C:21]2[C:27]3[C:28]([O:36][CH3:37])=[C:29]([O:34][CH3:35])[C:30]([O:32][CH3:33])=[CH:31][C:26]=3[CH2:25][CH2:24][C@H:23]([NH:38][C:39](=[O:41])[CH3:40])[C:22]=2[CH:42]=1, predict the reactants needed to synthesize it. The reactants are: C(OC(N[C@H](CCCCNC(OC(C)(C)C)=O)C(NCCC([O:17][C:18]1[CH:19]=[CH:20][C:21]2[C:27]3[C:28]([O:36][CH3:37])=[C:29]([O:34][CH3:35])[C:30]([O:32][CH3:33])=[CH:31][C:26]=3[CH2:25][CH2:24][C@H:23]([NH:38][C:39](=[O:41])[CH3:40])[C:22]=2[CH:42]=1)=O)=O)=O)(C)(C)C.[NH:55]1[CH2:60][CH2:59][O:58][CH2:57][CH2:56]1. (4) The reactants are: [NH2:1][C:2]1[CH:3]=[N:4][C:5]2[C:10]([C:11]=1[NH:12][C@@H:13]([CH3:23])[CH2:14][NH:15][C:16](=[O:22])[O:17][C:18]([CH3:21])([CH3:20])[CH3:19])=[CH:9][CH:8]=[CH:7][CH:6]=2.Cl.[Cl:25][CH2:26][C:27](=N)OCC. Given the product [Cl:25][CH2:26][C:27]1[N:12]([C@@H:13]([CH3:23])[CH2:14][NH:15][C:16](=[O:22])[O:17][C:18]([CH3:19])([CH3:21])[CH3:20])[C:11]2[C:10]3[CH:9]=[CH:8][CH:7]=[CH:6][C:5]=3[N:4]=[CH:3][C:2]=2[N:1]=1, predict the reactants needed to synthesize it. (5) Given the product [F:23][C:24]1[CH:29]=[CH:28][C:27]([NH:30][C:31]([N:20]2[CH2:21][CH2:22][CH:17]([O:16][C:13]3[CH:14]=[CH:15][C:8]4[CH2:7][CH2:6][N:5]([CH:1]5[CH2:2][CH2:3][CH2:4]5)[CH2:11][CH2:10][C:9]=4[CH:12]=3)[CH2:18][CH2:19]2)=[O:32])=[CH:26][CH:25]=1, predict the reactants needed to synthesize it. The reactants are: [CH:1]1([N:5]2[CH2:11][CH2:10][C:9]3[CH:12]=[C:13]([O:16][CH:17]4[CH2:22][CH2:21][NH:20][CH2:19][CH2:18]4)[CH:14]=[CH:15][C:8]=3[CH2:7][CH2:6]2)[CH2:4][CH2:3][CH2:2]1.[F:23][C:24]1[CH:29]=[CH:28][C:27]([N:30]=[C:31]=[O:32])=[CH:26][CH:25]=1. (6) Given the product [NH2:39][C:27]1[CH:28]=[N:29][N:30]([CH2:31][O:32][CH2:33][CH2:34][Si:35]([CH3:37])([CH3:36])[CH3:38])[C:26]=1[C:18]1[CH:19]=[C:20]2[C:15](=[CH:16][N:17]=1)[CH2:14][N:13]([C:3]1[C:4]([F:12])=[C:5]([O:10][CH3:11])[CH:6]=[C:7]([O:8][CH3:9])[C:2]=1[F:1])[C:22](=[O:23])[C:21]12[CH2:25][CH2:24]1, predict the reactants needed to synthesize it. The reactants are: [F:1][C:2]1[C:7]([O:8][CH3:9])=[CH:6][C:5]([O:10][CH3:11])=[C:4]([F:12])[C:3]=1[N:13]1[C:22](=[O:23])[C:21]2([CH2:25][CH2:24]2)[C:20]2[C:15](=[CH:16][N:17]=[C:18]([C:26]3[N:30]([CH2:31][O:32][CH2:33][CH2:34][Si:35]([CH3:38])([CH3:37])[CH3:36])[N:29]=[CH:28][C:27]=3[N+:39]([O-])=O)[CH:19]=2)[CH2:14]1.C(O)(=O)C. (7) Given the product [Cl:11][C:8]1[CH:9]=[CH:10][C:5]2[N:6]([C:2]([C:23]3[CH:22]=[CH:21][CH:20]=[C:19]([F:18])[CH:24]=3)=[CH:3][N:4]=2)[N:7]=1, predict the reactants needed to synthesize it. The reactants are: Br[C:2]1[N:6]2[N:7]=[C:8]([Cl:11])[CH:9]=[CH:10][C:5]2=[N:4][CH:3]=1.O1CCOCC1.[F:18][C:19]1[CH:20]=[C:21](B(O)O)[CH:22]=[CH:23][CH:24]=1.C([O-])([O-])=O.[K+].[K+].